Dataset: Reaction yield outcomes from USPTO patents with 853,638 reactions. Task: Predict the reaction yield, written as a fraction of the theoretical maximum amount of product (1.0 means a 100% yield; for example, 0.34 means a 34% yield). (1) The reactants are [Si:1]([O:8][C@@H:9]([C@@H:12]([NH:16][C:17](=[O:23])[O:18][C:19]([CH3:22])([CH3:21])[CH3:20])[CH2:13][CH:14]=[CH2:15])[CH2:10][OH:11])([C:4]([CH3:7])([CH3:6])[CH3:5])([CH3:3])[CH3:2].[CH2:24]=[C:25]1CC[CH2:26]1. The catalyst is Cl[Ru](=C1N(C2C(C)=CC(C)=CC=2C)CCN1C1C(C)=CC(C)=CC=1C)(Cl)(=CC1C=CC=CC=1)[P](C1CCCCC1)(C1CCCCC1)C1CCCCC1.ClCCCl.CCOC(C)=O. The product is [Si:1]([O:8][C@@H:9]([C@@H:12]([NH:16][C:17](=[O:23])[O:18][C:19]([CH3:22])([CH3:21])[CH3:20])[CH2:13][CH:14]=[C:15]1[CH2:26][CH2:25][CH2:24]1)[CH2:10][OH:11])([C:4]([CH3:7])([CH3:5])[CH3:6])([CH3:3])[CH3:2]. The yield is 0.810. (2) The yield is 0.460. The product is [C:1]([C:5]1[N:10]=[C:9]([N:11]2[CH2:16][CH2:15][N:14]([CH2:17][CH2:18][CH2:19][CH2:20][NH:21][C:31]([N:33]3[CH2:34][CH2:35][C:44]4[NH:45][C:46]5[CH:47]=[CH:48][C:40]([C:39]([F:53])([F:54])[F:38])=[CH:41][C:42]=5[C:43]=4[CH2:37]3)=[O:32])[CH2:13][CH2:12]2)[CH:8]=[C:7]([C:22]([F:24])([F:25])[F:23])[N:6]=1)([CH3:4])([CH3:2])[CH3:3]. The reactants are [C:1]([C:5]1[N:10]=[C:9]([N:11]2[CH2:16][CH2:15][N:14]([CH2:17][CH2:18][CH2:19][CH2:20][NH2:21])[CH2:13][CH2:12]2)[CH:8]=[C:7]([C:22]([F:25])([F:24])[F:23])[N:6]=1)([CH3:4])([CH3:3])[CH3:2].C1N=CN([C:31]([N:33]2[CH:37]=N[CH:35]=[CH:34]2)=[O:32])C=1.[F:38][C:39]([F:54])([F:53])[C:40]1[CH:48]=[CH:47][C:46]2[NH:45][C:44]3CCNC[C:43]=3[C:42]=2[CH:41]=1. The catalyst is C(Cl)(Cl)Cl.CO. (3) The reactants are [OH:1][C:2]1[CH:9]=[CH:8][C:5]([CH:6]=O)=[CH:4][CH:3]=1.[S:10]1[CH2:14][C:13](=[O:15])[NH:12][C:11]1=[O:16].C(O)(=O)C1C=CC=CC=1.N1CCCCC1. The product is [OH:1][C:2]1[CH:9]=[CH:8][C:5]([CH:6]=[C:14]2[S:10][C:11](=[O:16])[NH:12][C:13]2=[O:15])=[CH:4][CH:3]=1. The yield is 0.900. The catalyst is C1(C)C=CC=CC=1. (4) The reactants are Br[CH2:2][C:3]1[CH:4]=[C:5]2[C:10](=[CH:11][CH:12]=1)[N:9]=[CH:8][CH:7]=[N:6]2.[C-:13]#[N:14].[Na+]. The catalyst is C(O)C. The product is [N:9]1[C:10]2[C:5](=[CH:4][C:3]([CH2:2][C:13]#[N:14])=[CH:12][CH:11]=2)[N:6]=[CH:7][CH:8]=1. The yield is 0.230. (5) The reactants are [CH3:1][S:2][C:3]1[N:8]=[C:7](Cl)[C:6]([C:10]([O:12][CH2:13][CH3:14])=[O:11])=[CH:5][N:4]=1.[Cl:15][C:16]1[CH:17]=[C:18]([CH2:24][NH2:25])[CH:19]=[CH:20][C:21]=1[O:22][CH3:23].C(N(CC)CC)C.C(OCC)(=O)C. The catalyst is CN(C)C=O.O. The product is [CH3:1][S:2][C:3]1[N:8]=[C:7]([NH:25][CH2:24][C:18]2[CH:19]=[CH:20][C:21]([O:22][CH3:23])=[C:16]([Cl:15])[CH:17]=2)[C:6]([C:10]([O:12][CH2:13][CH3:14])=[O:11])=[CH:5][N:4]=1. The yield is 0.910. (6) The reactants are [CH:1]1([NH:7][C:8]([N:10]2[CH2:14][CH2:13][CH:12]([C:15]3[CH:20]=[CH:19][C:18]([O:21]CC4C=CC=CC=4)=[CH:17][C:16]=3[O:29]CC3C=CC=CC=3)[CH2:11]2)=[O:9])[CH2:6][CH2:5][CH2:4][CH2:3][CH2:2]1. The catalyst is CO.C(OCC)(=O)C.[Pd]. The product is [CH:1]1([NH:7][C:8]([N:10]2[CH2:14][CH2:13][CH:12]([C:15]3[CH:20]=[CH:19][C:18]([OH:21])=[CH:17][C:16]=3[OH:29])[CH2:11]2)=[O:9])[CH2:6][CH2:5][CH2:4][CH2:3][CH2:2]1. The yield is 1.00. (7) The reactants are [NH2:1][C:2]1[CH:10]=[CH:9][C:5]([C:6]([OH:8])=[O:7])=[CH:4][CH:3]=1.[N:11](=[C:13]1[CH2:18][CH2:17][C@H:16]2[C@H:19]3[C@H:29]([CH2:30][CH2:31][C@:14]12[CH3:15])[C@:27]1([CH3:28])[C:22]([CH2:23][C@@H:24](O)[CH2:25][CH2:26]1)=[CH:21][CH2:20]3)[OH:12].C1(N=C=NC2CCCCC2)CCCCC1. The catalyst is ClCCl. The product is [NH2:1][C:2]1[CH:10]=[CH:9][C:5]([C:6]([O:8][C@H:24]2[CH2:25][CH2:26][C@@:27]3([CH3:28])[C:22](=[CH:21][CH2:20][C@@H:19]4[C@@H:29]3[CH2:30][CH2:31][C@@:14]3([CH3:15])[C@H:16]4[CH2:17][CH2:18][C:13]3=[N:11][OH:12])[CH2:23]2)=[O:7])=[CH:4][CH:3]=1. The yield is 0.560.